Dataset: Forward reaction prediction with 1.9M reactions from USPTO patents (1976-2016). Task: Predict the product of the given reaction. (1) Given the reactants [Cl:1][C:2]1[CH:3]=[CH:4][C:5]2[NH:11][C:10](=O)[C@@H:9]([CH2:13][C:14]([O:16][CH2:17][CH3:18])=[O:15])[S:8][C@H:7]([C:19]3[CH:24]=[CH:23][CH:22]=[C:21]([O:25][CH3:26])[C:20]=3[CH2:27][CH3:28])[C:6]=2[CH:29]=1.COC1C=CC(P2(SP(C3C=CC(OC)=CC=3)(=S)S2)=[S:39])=CC=1, predict the reaction product. The product is: [Cl:1][C:2]1[CH:3]=[CH:4][C:5]2[NH:11][C:10](=[S:39])[C@@H:9]([CH2:13][C:14]([O:16][CH2:17][CH3:18])=[O:15])[S:8][C@H:7]([C:19]3[CH:24]=[CH:23][CH:22]=[C:21]([O:25][CH3:26])[C:20]=3[CH2:27][CH3:28])[C:6]=2[CH:29]=1. (2) Given the reactants [F:1][C:2]1[S:6][C:5]([C:7]2[N:8]=[C:9]([NH:16][C:17]3[CH:22]=[CH:21][C:20]([CH2:23][C:24]([OH:26])=[O:25])=[CH:19][C:18]=3[CH2:27][C:28](O)=[O:29])[C:10]3[CH2:15][CH2:14][CH2:13][C:11]=3[N:12]=2)=[CH:4][CH:3]=1, predict the reaction product. The product is: [F:1][C:2]1[S:6][C:5]([C:7]2[N:8]=[C:9]([N:16]3[C:17]4[C:18](=[CH:19][C:20]([CH2:23][C:24]([OH:26])=[O:25])=[CH:21][CH:22]=4)[CH2:27][C:28]3=[O:29])[C:10]3[CH2:15][CH2:14][CH2:13][C:11]=3[N:12]=2)=[CH:4][CH:3]=1.